Dataset: Catalyst prediction with 721,799 reactions and 888 catalyst types from USPTO. Task: Predict which catalyst facilitates the given reaction. (1) Reactant: [CH2:1]([O:3][C:4](=[O:19])[C:5]([F:18])([F:17])[CH2:6][NH:7][CH2:8][C:9]1[CH:14]=[CH:13][C:12]([O:15][CH3:16])=[CH:11][CH:10]=1)[CH3:2].[Cl:20][C:21]1[N:26]=[C:25](Cl)[C:24]([N+:28]([O-:30])=[O:29])=[CH:23][N:22]=1.C(=O)(O)[O-].[Na+]. Product: [CH2:1]([O:3][C:4](=[O:19])[C:5]([F:18])([F:17])[CH2:6][N:7]([C:23]1[C:24]([N+:28]([O-:30])=[O:29])=[CH:25][N:26]=[C:21]([Cl:20])[N:22]=1)[CH2:8][C:9]1[CH:14]=[CH:13][C:12]([O:15][CH3:16])=[CH:11][CH:10]=1)[CH3:2]. The catalyst class is: 13. (2) Reactant: Cl[C:2]1[N:3]=[C:4]([N:22]2[CH2:27][CH2:26][O:25][CH2:24][CH2:23]2)[C:5]2[O:10][C:9]([CH2:11][N:12]3[CH2:15][CH:14]([N:16]4[CH2:21][CH2:20][O:19][CH2:18][CH2:17]4)[CH2:13]3)=[CH:8][C:6]=2[N:7]=1.[CH3:28][C:29]1[NH:33][C:32]2[CH:34]=[CH:35][CH:36]=[CH:37][C:31]=2[N:30]=1.CC(C1C=C(C(C)C)C(C2C=CC=CC=2P(C2CCCCC2)C2CCCCC2)=C(C(C)C)C=1)C.C(=O)([O-])[O-].[Cs+].[Cs+]. Product: [CH3:28][C:29]1[N:33]([C:2]2[N:3]=[C:4]([N:22]3[CH2:27][CH2:26][O:25][CH2:24][CH2:23]3)[C:5]3[O:10][C:9]([CH2:11][N:12]4[CH2:15][CH:14]([N:16]5[CH2:21][CH2:20][O:19][CH2:18][CH2:17]5)[CH2:13]4)=[CH:8][C:6]=3[N:7]=2)[C:32]2[CH:34]=[CH:35][CH:36]=[CH:37][C:31]=2[N:30]=1. The catalyst class is: 533.